Dataset: Reaction yield outcomes from USPTO patents with 853,638 reactions. Task: Predict the reaction yield, written as a fraction of the theoretical maximum amount of product (1.0 means a 100% yield; for example, 0.34 means a 34% yield). (1) The reactants are [Cl:1][C:2]1[CH:3]=[C:4]2[C:8](=[CH:9][CH:10]=1)[NH:7][CH:6]=[C:5]2[CH:11]=[O:12].[H-].[Na+].[CH3:15][O:16][C:17]1[C:26]2[C:21](=[CH:22][CH:23]=[CH:24][CH:25]=2)[C:20]([S:27](Cl)(=[O:29])=[O:28])=[CH:19][C:18]=1[N:31]1[CH2:36][CH2:35][N:34]([C:37](=[O:42])[C:38]([Cl:41])([Cl:40])[Cl:39])[CH2:33][CH2:32]1. The catalyst is C1COCC1. The product is [Cl:1][C:2]1[CH:3]=[C:4]2[C:8](=[CH:9][CH:10]=1)[N:7]([S:27]([C:20]1[C:21]3[C:26](=[CH:25][CH:24]=[CH:23][CH:22]=3)[C:17]([O:16][CH3:15])=[C:18]([N:31]3[CH2:36][CH2:35][N:34]([C:37](=[O:42])[C:38]([Cl:41])([Cl:39])[Cl:40])[CH2:33][CH2:32]3)[CH:19]=1)(=[O:28])=[O:29])[CH:6]=[C:5]2[CH:11]=[O:12]. The yield is 0.510. (2) The reactants are [C:1]([O:5][C:6]([NH:8][CH2:9][CH2:10][O:11][CH2:12][CH2:13][O:14][CH2:15][CH2:16][NH:17][C:18]([CH2:20][O:21][C:22]1[CH:27]=[CH:26][C:25]([CH:28]=[CH:29][C:30]([OH:32])=O)=[CH:24][C:23]=1[O:33][CH3:34])=[O:19])=[O:7])([CH3:4])([CH3:3])[CH3:2].F[P-](F)(F)(F)(F)F.N1(O[P+](N2CCCC2)(N2CCCC2)N2CCCC2)C2N=CC=CC=2N=N1.[Cl:68][C:69]1[CH:70]=[C:71]([NH:76][C:77]2[C:86]3[C:81](=[CH:82][CH:83]=[C:84]([NH2:87])[CH:85]=3)[N:80]=[CH:79][N:78]=2)[CH:72]=[CH:73][C:74]=1[F:75]. The catalyst is CN1CCCC1=O.CN1CCOCC1. The product is [C:1]([O:5][C:6](=[O:7])[NH:8][CH2:9][CH2:10][O:11][CH2:12][CH2:13][O:14][CH2:15][CH2:16][NH:17][C:18](=[O:19])[CH2:20][O:21][C:22]1[CH:27]=[CH:26][C:25]([CH:28]=[CH:29][C:30](=[O:32])[NH:87][C:84]2[CH:85]=[C:86]3[C:81](=[CH:82][CH:83]=2)[N:80]=[CH:79][N:78]=[C:77]3[NH:76][C:71]2[CH:72]=[CH:73][C:74]([F:75])=[C:69]([Cl:68])[CH:70]=2)=[CH:24][C:23]=1[O:33][CH3:34])([CH3:2])([CH3:3])[CH3:4]. The yield is 0.170. (3) The reactants are C(NC(C)C)(C)C.C([Li])CCC.[CH:13]([CH:16]1[CH2:21][CH2:20][O:19][C:17]1=[O:18])([CH3:15])[CH3:14].[CH3:22][O:23][CH2:24]Cl. The catalyst is C1COCC1. The product is [CH:13]([C:16]1([CH2:22][O:23][CH3:24])[CH2:21][CH2:20][O:19][C:17]1=[O:18])([CH3:15])[CH3:14]. The yield is 0.570. (4) The reactants are [Br:1][C:2]1[CH:10]=[C:9]([N+:11]([O-])=O)[C:8]([OH:14])=[C:7]2[C:3]=1[CH2:4][CH2:5][C:6]2=[O:15]. The catalyst is CO.[C].[Pd]. The product is [BrH:1].[NH2:11][C:9]1[C:8]([OH:14])=[C:7]2[C:3]([CH2:4][CH2:5][C:6]2=[O:15])=[CH:2][CH:10]=1. The yield is 0.800. (5) The reactants are [NH2:1][C:2]1[CH:13]=[CH:12][C:5]2[N:6]([CH2:10][CH3:11])[C:7](=[O:9])[NH:8][C:4]=2[CH:3]=1.[C:14](=[O:17])([O-])O.[Na+].[C:19]1(Cl)[C:25](=[O:26])[C:24]([Cl:27])=[C:23](Cl)[C:21](=[O:22])[C:20]=1[Cl:29]. The catalyst is CC(N(C)C)=O. The product is [Cl:27][C:24]1[C:25](=[O:26])[C:19]([NH:1][C:2]2[CH:13]=[CH:12][C:5]3[N:6]([CH2:10][CH3:11])[C:14](=[O:17])[NH:8][C:4]=3[CH:3]=2)=[C:20]([Cl:29])[C:21](=[O:22])[C:23]=1[NH:1][C:2]1[CH:13]=[CH:12][C:5]2[N:6]([CH2:10][CH3:11])[C:7](=[O:9])[NH:8][C:4]=2[CH:3]=1. The yield is 0.810. (6) The reactants are I[C:2]1[CH:7]=[CH:6][C:5]([O:8][CH3:9])=[CH:4][C:3]=1[S:10][CH2:11][C:12]1[CH:17]=[CH:16][CH:15]=[CH:14][CH:13]=1.I[C:19]1[C:24](NC(=O)C(F)(F)F)=C(OC(C)C)C(OC)=C[CH:20]=1. No catalyst specified. The product is [CH3:9][O:8][C:5]1[CH:6]=[CH:7][C:2]([C:20]#[C:19][CH3:24])=[C:3]([S:10][CH2:11][C:12]2[CH:17]=[CH:16][CH:15]=[CH:14][CH:13]=2)[CH:4]=1. The yield is 0.690. (7) The reactants are [CH3:1][C:2]1([CH3:22])[O:6][C@H:5]2[C@H:7]([N:12]3[C:16]4[N:17]=[CH:18][N:19]=[C:20]([CH3:21])[C:15]=4[CH:14]=[CH:13]3)[O:8][C@@H:9]([CH:10]=[O:11])[C@H:4]2[O:3]1.CC1C=CC(S([CH2:33][N+:34]#[C-:35])(=O)=O)=CC=1.C([O-])([O-])=O.[K+].[K+]. The catalyst is CO. The product is [CH3:1][C:2]1([CH3:22])[O:6][C@H:5]2[C@H:7]([N:12]3[C:16]4[N:17]=[CH:18][N:19]=[C:20]([CH3:21])[C:15]=4[CH:14]=[CH:13]3)[O:8][C@@H:9]([C:10]3[O:11][CH:35]=[N:34][CH:33]=3)[C@H:4]2[O:3]1. The yield is 0.360. (8) The reactants are Br[C:2]1[CH:7]=[CH:6][C:5]([C:8](=[C:17]2[CH2:23][CH2:22][CH2:21][CH2:20][CH2:19][CH2:18]2)[C:9]2[CH:14]=[CH:13][C:12]([OH:15])=[C:11]([F:16])[CH:10]=2)=[CH:4][CH:3]=1.[C:24]([O:28][CH2:29][CH3:30])(=[O:27])[CH:25]=[CH2:26].C(N(CC)CC)C.CN(C=O)C. The catalyst is Cl[Pd](Cl)([P](C1C=CC=CC=1)(C1C=CC=CC=1)C1C=CC=CC=1)[P](C1C=CC=CC=1)(C1C=CC=CC=1)C1C=CC=CC=1.CCOC(C)=O.O. The product is [F:16][C:11]1[CH:10]=[C:9]([C:8](=[C:17]2[CH2:23][CH2:22][CH2:21][CH2:20][CH2:19][CH2:18]2)[C:5]2[CH:6]=[CH:7][C:2](/[CH:26]=[CH:25]/[C:24]([O:28][CH2:29][CH3:30])=[O:27])=[CH:3][CH:4]=2)[CH:14]=[CH:13][C:12]=1[OH:15]. The yield is 0.700. (9) The reactants are COC1C=C(OC)C=CC=1C[NH:6][C:7]1[CH:16]=[N:15][C:14]2[C:9](=[CH:10][C:11]([CH3:17])=[CH:12][CH:13]=2)[N:8]=1.[C:24]([OH:30])([C:26]([F:29])([F:28])[F:27])=[O:25]. The catalyst is C(Cl)Cl. The product is [F:27][C:26]([F:29])([F:28])[C:24]([OH:30])=[O:25].[CH3:17][C:11]1[CH:10]=[C:9]2[C:14]([N:15]=[CH:16][C:7]([NH2:6])=[N:8]2)=[CH:13][CH:12]=1. The yield is 0.850. (10) The reactants are [CH2:1]([O:8][C:9]1[CH:10]=[C:11]([CH2:22][CH:23]=[O:24])[CH:12]=[N:13][C:14]=1[NH:15][C:16]1[S:17][CH:18]=[C:19]([CH3:21])[N:20]=1)[C:2]1[CH:7]=[CH:6][CH:5]=[CH:4][CH:3]=1.[NH4+].[Cl-:26].Cl. The catalyst is CCO. The product is [ClH:26].[CH2:1]([O:8][C:9]1[CH:10]=[C:11]([CH2:22][CH2:23][OH:24])[CH:12]=[N:13][C:14]=1[NH:15][C:16]1[S:17][CH:18]=[C:19]([CH3:21])[N:20]=1)[C:2]1[CH:7]=[CH:6][CH:5]=[CH:4][CH:3]=1. The yield is 0.660.